Dataset: Full USPTO retrosynthesis dataset with 1.9M reactions from patents (1976-2016). Task: Predict the reactants needed to synthesize the given product. (1) Given the product [O:24]1[CH:25]=[CH:26][CH:27]=[C:23]1[C:21]1[N:22]=[C:18]([NH:17][C:15](=[O:16])[CH2:14][N:11]2[CH2:12][CH2:13][NH:8][CH2:9][CH2:10]2)[S:19][C:20]=1[C:28]([CH:30]1[CH2:35][CH2:34][O:33][CH2:32][CH2:31]1)=[O:29], predict the reactants needed to synthesize it. The reactants are: C(OC([N:8]1[CH2:13][CH2:12][N:11]([CH2:14][C:15]([NH:17][C:18]2[S:19][C:20]([C:28]([CH:30]3[CH2:35][CH2:34][O:33][CH2:32][CH2:31]3)=[O:29])=[C:21]([C:23]3[O:24][CH:25]=[CH:26][CH:27]=3)[N:22]=2)=[O:16])[CH2:10][CH2:9]1)=O)(C)(C)C.FC(F)(F)C(O)=O. (2) Given the product [CH2:16]([O:17][CH2:18][CH2:19][N:10]1[C:11]2[C:7](=[CH:6][C:5]([CH2:3][OH:4])=[CH:13][CH:12]=2)[CH:8]=[N:9]1)[CH3:15], predict the reactants needed to synthesize it. The reactants are: CO[C:3]([C:5]1[CH:6]=[C:7]2[C:11](=[CH:12][CH:13]=1)[NH:10][N:9]=[CH:8]2)=[O:4].Cl[CH2:15][CH2:16][O:17][CH2:18][CH3:19]. (3) Given the product [CH2:36]([S:37]([NH:40][C:27]([CH:24]1[CH2:23][CH2:22][N:21]([C:4]2[C:3]([C:1]#[N:2])=[CH:8][C:7]([C:9]([O:11][CH2:12][CH3:13])=[O:10])=[C:6]([O:14][CH2:15][CH2:16][CH2:17][C:18](=[O:20])[CH3:19])[N:5]=2)[CH2:26][CH2:25]1)=[O:29])(=[O:39])=[O:38])[C:30]1[CH:35]=[CH:34][CH:33]=[CH:32][CH:31]=1, predict the reactants needed to synthesize it. The reactants are: [C:1]([C:3]1[C:4]([N:21]2[CH2:26][CH2:25][CH:24]([C:27]([OH:29])=O)[CH2:23][CH2:22]2)=[N:5][C:6]([O:14][CH2:15][CH2:16][CH2:17][C:18](=[O:20])[CH3:19])=[C:7]([C:9]([O:11][CH2:12][CH3:13])=[O:10])[CH:8]=1)#[N:2].[C:30]1([CH2:36][S:37]([NH2:40])(=[O:39])=[O:38])[CH:35]=[CH:34][CH:33]=[CH:32][CH:31]=1. (4) The reactants are: C(OC([N:8]1[CH2:12][CH2:11][CH2:10][C@H:9]1[C@H:13]([C:33]1[CH:38]=[CH:37][C:36]([C:39]([F:42])([F:41])[F:40])=[C:35]([F:43])[CH:34]=1)[C:14]([N:16]1[CH2:21][CH2:20][N:19]([C:22]2[C:23]3[C@H:30]([CH3:31])[CH2:29][C@@H:28]([OH:32])[C:24]=3[N:25]=[CH:26][N:27]=2)[CH2:18][CH2:17]1)=[O:15])=O)(C)(C)C.[F:43][C:35]1[CH:34]=[C:33]([C@@H:13]([C@@H:9]2[CH2:10][CH2:11][CH2:12][NH:8]2)[C:14]([N:16]2[CH2:17][CH2:18][N:19]([C:22]3[C:23]4[C@H:30]([CH3:31])[CH2:29][C@@H:28]([OH:32])[C:24]=4[N:25]=[CH:26][N:27]=3)[CH2:20][CH2:21]2)=[O:15])[CH:38]=[CH:37][C:36]=1[C:39]([F:40])([F:42])[F:41].CO.Cl.O1CCOCC1. Given the product [F:43][C:35]1[CH:34]=[C:33]([C@@H:13]([C@@H:9]2[CH2:10][CH2:11][CH2:12][NH:8]2)[C:14]([N:16]2[CH2:17][CH2:18][N:19]([C:22]3[C:23]4[C@H:30]([CH3:31])[CH2:29][C@@H:28]([OH:32])[C:24]=4[N:25]=[CH:26][N:27]=3)[CH2:20][CH2:21]2)=[O:15])[CH:38]=[CH:37][C:36]=1[C:39]([F:41])([F:40])[F:42], predict the reactants needed to synthesize it. (5) Given the product [CH3:14][O:13][C:12]1[CH:11]=[CH:10][C:6]([C:7](=[O:8])[NH:18][CH3:17])=[CH:5][C:4]=1[B:1]([OH:3])[OH:2], predict the reactants needed to synthesize it. The reactants are: [B:1]([C:4]1[CH:5]=[C:6]([CH:10]=[CH:11][C:12]=1[O:13][CH3:14])[C:7](O)=[O:8])([OH:3])[OH:2].CN.[CH3:17][N:18](C(ON1N=NC2C=CC=NC1=2)=[N+](C)C)C.F[P-](F)(F)(F)(F)F.CN1CCOCC1.